From a dataset of Reaction yield outcomes from USPTO patents with 853,638 reactions. Predict the reaction yield, written as a fraction of the theoretical maximum amount of product (1.0 means a 100% yield; for example, 0.34 means a 34% yield). (1) The reactants are [CH2:1]([NH:8][C:9](=[O:52])[NH:10][CH:11]([CH3:51])[CH2:12][C:13]([NH:15][CH:16]([C:29](=[O:50])[N:30]([CH2:42][CH:43](OCC)OCC)[CH2:31][C:32]1[CH:37]=[CH:36][CH:35]=[C:34]([O:38][CH3:39])[C:33]=1[O:40][CH3:41])[CH2:17][C:18]1[CH:23]=[CH:22][C:21]([O:24]C(C)(C)C)=[CH:20][CH:19]=1)=[O:14])[C:2]1[CH:7]=[CH:6][CH:5]=[CH:4][CH:3]=1. The catalyst is C(O)=O. The product is [CH2:1]([NH:8][C:9]([N:10]1[CH:11]([CH3:51])[CH2:12][C:13](=[O:14])[N:15]2[CH:16]([CH2:17][C:18]3[CH:19]=[CH:20][C:21]([OH:24])=[CH:22][CH:23]=3)[C:29](=[O:50])[N:30]([CH2:31][C:32]3[CH:37]=[CH:36][CH:35]=[C:34]([O:38][CH3:39])[C:33]=3[O:40][CH3:41])[CH2:42][CH:43]12)=[O:52])[C:2]1[CH:3]=[CH:4][CH:5]=[CH:6][CH:7]=1. The yield is 0.400. (2) The reactants are Cl[C:2]1[N:7]=[C:6]([NH:8][CH:9]2[CH2:14][CH2:13][N:12]([C:15]3[N:20]=[N:19][C:18]([C:21]#[N:22])=[CH:17][CH:16]=3)[CH2:11][CH2:10]2)[C:5]([Cl:23])=[CH:4][N:3]=1.Cl.[CH3:25][N:26]1[CH:30]=[C:29]([NH2:31])[C:28]([CH3:32])=[N:27]1.C1C=CC(P(C2C(C3C(P(C4C=CC=CC=4)C4C=CC=CC=4)=CC=C4C=3C=CC=C4)=C3C(C=CC=C3)=CC=2)C2C=CC=CC=2)=CC=1.C(=O)([O-])[O-].[Cs+].[Cs+]. The catalyst is O1CCOCC1.CC([O-])=O.CC([O-])=O.[Pd+2]. The product is [Cl:23][C:5]1[C:6]([NH:8][CH:9]2[CH2:14][CH2:13][N:12]([C:15]3[N:20]=[N:19][C:18]([C:21]#[N:22])=[CH:17][CH:16]=3)[CH2:11][CH2:10]2)=[N:7][C:2]([NH:31][C:29]2[C:28]([CH3:32])=[N:27][N:26]([CH3:25])[CH:30]=2)=[N:3][CH:4]=1. The yield is 0.192.